Dataset: Full USPTO retrosynthesis dataset with 1.9M reactions from patents (1976-2016). Task: Predict the reactants needed to synthesize the given product. (1) Given the product [Cl:7][C:8]1[CH:39]=[CH:38][C:11]([CH2:12][NH:13][C:14]([C:16]2[C:17](=[O:37])[C:18]3[CH:34]=[C:33]([CH2:35][N:41]([CH2:42][C@@H:43]([OH:44])[C:45]4[CH:50]=[CH:49][CH:48]=[CH:47][CH:46]=4)[CH3:40])[S:32][C:19]=3[N:20]([CH2:22][CH2:23][CH2:24][O:25][CH:26]3[CH2:31][CH2:30][CH2:29][CH2:28][O:27]3)[CH:21]=2)=[O:15])=[CH:10][CH:9]=1, predict the reactants needed to synthesize it. The reactants are: C(=O)([O-])[O-].[Cs+].[Cs+].[Cl:7][C:8]1[CH:39]=[CH:38][C:11]([CH2:12][NH:13][C:14]([C:16]2[C:17](=[O:37])[C:18]3[CH:34]=[C:33]([CH2:35]Cl)[S:32][C:19]=3[N:20]([CH2:22][CH2:23][CH2:24][O:25][CH:26]3[CH2:31][CH2:30][CH2:29][CH2:28][O:27]3)[CH:21]=2)=[O:15])=[CH:10][CH:9]=1.[CH3:40][NH:41][CH2:42][C@H:43]([C:45]1[CH:50]=[CH:49][CH:48]=[CH:47][CH:46]=1)[OH:44]. (2) Given the product [CH3:35][O:34][C:30]1[CH:29]=[C:28]2[C:33]([C:24]([C:22]3[CH:21]=[CH:20][C:4]([O:5][C:6]4[CH:7]=[C:8]([C@@:12]5([CH3:19])[O:16][C:15](=[O:17])[NH:14][C:13]5=[O:18])[CH:9]=[CH:10][CH:11]=4)=[C:3]([CH2:1][CH2:38][CH3:39])[CH:23]=3)=[CH:25][C:26](=[O:36])[O:27]2)=[CH:32][CH:31]=1, predict the reactants needed to synthesize it. The reactants are: [CH:1]([C:3]1[CH:23]=[C:22]([C:24]2[C:33]3[C:28](=[CH:29][C:30]([O:34][CH3:35])=[CH:31][CH:32]=3)[O:27][C:26](=[O:36])[CH:25]=2)[CH:21]=[CH:20][C:4]=1[O:5][C:6]1[CH:7]=[C:8]([C@@:12]2([CH3:19])[O:16][C:15](=[O:17])[NH:14][C:13]2=[O:18])[CH:9]=[CH:10][CH:11]=1)=O.F[C:38]1C=CC(C2C3C(=CC(OC)=CC=3)OC(=O)C=2)=C[C:39]=1C=O.C([O-])([O-])=O.[Cs+].[Cs+].O. (3) Given the product [F:14][C:15]1[CH:16]=[N:17][CH:18]=[CH:19][C:20]=1[CH:24]=[O:25], predict the reactants needed to synthesize it. The reactants are: CN(CCN(C)C)C.C([Li])CCC.[F:14][C:15]1[CH:16]=[N:17][CH:18]=[CH:19][CH:20]=1.CN([CH:24]=[O:25])C. (4) The reactants are: F[C:2]1[CH:7]=[C:6]([C:8]([F:11])([F:10])[F:9])[C:5]([NH:12][C:13](=[O:15])[CH3:14])=[C:4]([N+:16]([O-:18])=[O:17])[CH:3]=1.C([O-])([O-])=O.[Cs+].[Cs+].[OH:25][C:26]1[CH:33]=[CH:32][C:29]([CH:30]=[O:31])=[CH:28][CH:27]=1.O. Given the product [CH:30]([C:29]1[CH:32]=[CH:33][C:26]([O:25][C:2]2[CH:7]=[C:6]([C:8]([F:11])([F:10])[F:9])[C:5]([NH:12][C:13](=[O:15])[CH3:14])=[C:4]([N+:16]([O-:18])=[O:17])[CH:3]=2)=[CH:27][CH:28]=1)=[O:31], predict the reactants needed to synthesize it. (5) Given the product [C:9]([O:13][C:14]([N:16]1[CH2:20][CH2:19][CH2:18][C@H:17]1[C:21]1[N:26]2[CH:27]=[C:28]([F:31])[CH:29]=[CH:30][C:25]2=[N:24][N:23]=1)=[O:15])([CH3:12])([CH3:11])[CH3:10], predict the reactants needed to synthesize it. The reactants are: ClC(Cl)(Cl)C(Cl)(Cl)Cl.[C:9]([O:13][C:14]([N:16]1[CH2:20][CH2:19][CH2:18][C@H:17]1[C:21]([NH:23][NH:24][C:25]1[CH:30]=[CH:29][C:28]([F:31])=[CH:27][N:26]=1)=O)=[O:15])([CH3:12])([CH3:11])[CH3:10].C1(P(C2C=CC=CC=2)C2C=CC=CC=2)C=CC=CC=1.C(N(CC)CC)C. (6) Given the product [I-:12].[NH2:1][C:2]1[CH:11]=[CH:10][CH:9]=[C:8]2[C:3]=1[CH:4]=[CH:5][N+:6]([CH3:13])=[CH:7]2, predict the reactants needed to synthesize it. The reactants are: [NH2:1][C:2]1[CH:11]=[CH:10][CH:9]=[C:8]2[C:3]=1[CH:4]=[CH:5][N:6]=[CH:7]2.[I:12][CH3:13].